From a dataset of Reaction yield outcomes from USPTO patents with 853,638 reactions. Predict the reaction yield, written as a fraction of the theoretical maximum amount of product (1.0 means a 100% yield; for example, 0.34 means a 34% yield). (1) The reactants are F[C:2]1[C:7]([N+:8]([O-:10])=[O:9])=[CH:6][CH:5]=[CH:4][C:3]=1[C:11]1[CH:16]=[CH:15][CH:14]=[CH:13][CH:12]=1.[NH2:17][C:18]1[CH:23]=[CH:22][CH:21]=[CH:20][CH:19]=1.[F-].[K+]. The catalyst is C(OCC)(=O)C. The product is [N+:8]([C:7]1[CH:6]=[CH:5][CH:4]=[C:3]([C:11]2[CH:16]=[CH:15][CH:14]=[CH:13][CH:12]=2)[C:2]=1[NH:17][C:18]1[CH:23]=[CH:22][CH:21]=[CH:20][CH:19]=1)([O-:10])=[O:9]. The yield is 1.00. (2) The reactants are [C:1]([CH2:3][NH:4][C:5]([C@@H:7]1[CH2:12][CH2:11][CH2:10][CH2:9][C@@H:8]1[NH:13][C:14]([C:16]1[N:17]([CH2:26][CH2:27][O:28]C[Si](C(C)C)(C(C)C)C(C)C)[C:18]2[C:23]([CH:24]=1)=[CH:22][CH:21]=[C:20]([Cl:25])[CH:19]=2)=[O:15])=[O:6])#[N:2].[F-].C([N+](CCCC)(CCCC)CCCC)CCC. The catalyst is C1COCC1. The product is [C:1]([CH2:3][NH:4][C:5]([C@@H:7]1[CH2:12][CH2:11][CH2:10][CH2:9][C@@H:8]1[NH:13][C:14]([C:16]1[N:17]([CH2:26][CH2:27][OH:28])[C:18]2[C:23]([CH:24]=1)=[CH:22][CH:21]=[C:20]([Cl:25])[CH:19]=2)=[O:15])=[O:6])#[N:2]. The yield is 0.500. (3) The product is [CH3:1][O:2][C:3]([C:5]1[C:10]([Cl:21])=[CH:9][C:8](=[O:12])[N:7]([C:13]2[CH:18]=[CH:17][CH:16]=[CH:15][CH:14]=2)[N:6]=1)=[O:4]. The yield is 0.840. No catalyst specified. The reactants are [CH3:1][O:2][C:3]([C:5]1[C:10](O)=[CH:9][C:8](=[O:12])[N:7]([C:13]2[CH:18]=[CH:17][CH:16]=[CH:15][CH:14]=2)[N:6]=1)=[O:4].P(Cl)(Cl)([Cl:21])=O. (4) The reactants are [OH:1][CH2:2][CH2:3][N:4]1[C:12]2[C:7](=[CH:8][C:9]([N+:13]([O-])=O)=[CH:10][CH:11]=2)[CH:6]=[C:5]1[C:16]([CH3:21])([CH3:20])[CH2:17][CH2:18][OH:19]. The yield is 0.260. The catalyst is [Ni].CO. The product is [NH2:13][C:9]1[CH:8]=[C:7]2[C:12](=[CH:11][CH:10]=1)[N:4]([CH2:3][CH2:2][OH:1])[C:5]([C:16]([CH3:21])([CH3:20])[CH2:17][CH2:18][OH:19])=[CH:6]2. (5) The reactants are [CH3:1][CH:2]([CH3:15])[CH2:3][CH2:4][NH:5][C:6]([C:8]1[N:9]=[N:10][C:11](Cl)=[CH:12][CH:13]=1)=[O:7].[NH:16]1[CH2:21][CH2:20][NH:19][CH2:18][CH2:17]1. The catalyst is C(#N)C. The product is [CH3:1][CH:2]([CH3:15])[CH2:3][CH2:4][NH:5][C:6]([C:8]1[N:9]=[N:10][C:11]([N:16]2[CH2:21][CH2:20][NH:19][CH2:18][CH2:17]2)=[CH:12][CH:13]=1)=[O:7]. The yield is 0.880. (6) The reactants are O[CH:2]1[C:11]2[C:6](=[CH:7][CH:8]=[CH:9][CH:10]=2)[O:5][CH2:4][CH2:3]1.C(OC(=O)C)(=O)C.[H][H]. The catalyst is C(O)(=O)C.[Pd]. The product is [O:5]1[C:6]2[C:11](=[CH:10][CH:9]=[CH:8][CH:7]=2)[CH2:2][CH2:3][CH2:4]1. The yield is 0.850.